Dataset: Full USPTO retrosynthesis dataset with 1.9M reactions from patents (1976-2016). Task: Predict the reactants needed to synthesize the given product. (1) Given the product [F:1][C:2]1[C:3]([NH:12][C:13]2[CH:18]=[CH:17][C:16]([I:19])=[CH:15][C:14]=2[F:20])=[C:4]([C:5]([N:25]2[CH2:24][CH:23]([N:22]3[CH2:27][CH2:28][CH:29]([N:30]([CH3:31])[CH3:36])[CH2:34]3)[CH2:26]2)=[O:7])[CH:8]=[CH:9][C:10]=1[F:11], predict the reactants needed to synthesize it. The reactants are: [F:1][C:2]1[C:3]([NH:12][C:13]2[CH:18]=[CH:17][C:16]([I:19])=[CH:15][C:14]=2[F:20])=[C:4]([CH:8]=[CH:9][C:10]=1[F:11])[C:5]([OH:7])=O.C[N:22]([CH2:27][CH2:28][C:29]1[CH:34]=CC=[CH:31][N:30]=1)[CH:23]1[CH2:26][NH:25][CH2:24]1.O=[C:36]1CN(C(OC(C)(C)C)=O)C1. (2) Given the product [F:1][C:2]([F:18])([F:19])[C:3]1[CH:4]=[CH:5][C:6](/[CH:9]=[CH:10]/[CH:11]=[CH:12]/[CH2:13][OH:14])=[CH:7][CH:8]=1, predict the reactants needed to synthesize it. The reactants are: [F:1][C:2]([F:19])([F:18])[C:3]1[CH:8]=[CH:7][C:6](/[CH:9]=[CH:10]/[CH:11]=[CH:12]/[C:13](OCC)=[O:14])=[CH:5][CH:4]=1.[H-].C([Al+]CC(C)C)C(C)C. (3) Given the product [CH2:1]([O:3][C:4]([C@@H:6]1[CH2:10][C@@H:9]([S:31][C:28]2[CH:29]=[CH:30][C:25]([F:24])=[CH:26][C:27]=2[C:32]([F:35])([F:33])[F:34])[CH2:8][C@H:7]1[C:16]([N:18]1[CH2:19][C:20]([F:22])([F:23])[CH2:21]1)=[O:17])=[O:5])[CH3:2], predict the reactants needed to synthesize it. The reactants are: [CH2:1]([O:3][C:4]([C@@H:6]1[CH2:10][C@H:9](OS(C)(=O)=O)[CH2:8][C@H:7]1[C:16]([N:18]1[CH2:21][C:20]([F:23])([F:22])[CH2:19]1)=[O:17])=[O:5])[CH3:2].[F:24][C:25]1[CH:30]=[CH:29][C:28]([SH:31])=[C:27]([C:32]([F:35])([F:34])[F:33])[CH:26]=1. (4) Given the product [Cl:21][C:14]1[C:13]2[N:12]([CH3:22])[C:11]3[CH2:23][CH2:24][NH:8][CH2:9][C:10]=3[C:18]=2[C:17]([CH3:19])=[C:16]([F:20])[CH:15]=1, predict the reactants needed to synthesize it. The reactants are: C(OC([N:8]1[CH2:24][CH2:23][C:11]2[N:12]([CH3:22])[C:13]3[C:14]([Cl:21])=[CH:15][C:16]([F:20])=[C:17]([CH3:19])[C:18]=3[C:10]=2[CH2:9]1)=O)(C)(C)C.C(O)(C(F)(F)F)=O.C(Cl)Cl.